This data is from Cav3 T-type calcium channel HTS with 100,875 compounds. The task is: Binary Classification. Given a drug SMILES string, predict its activity (active/inactive) in a high-throughput screening assay against a specified biological target. (1) The molecule is ON(C1CC(=O)N(C1=O)c1ccc(cc1)C)C(=O)CCCCCC. The result is 0 (inactive). (2) The molecule is O=c1[nH]c2c(cc1C(N1CCN(CC1)c1c(OC)cccc1)c1n(nnn1)C1CCCC1)ccc(c2)C. The result is 0 (inactive).